Dataset: Forward reaction prediction with 1.9M reactions from USPTO patents (1976-2016). Task: Predict the product of the given reaction. (1) Given the reactants [CH3:1][C:2]1[CH:7]=[C:6]([OH:8])[C:5]2[O:9][C:10]3[C:15]([C:16]([O:18][CH2:19][C:4]=2[CH:3]=1)=[O:17])=[C:14]([O:20][CH3:21])[C:13]([C@@H:22]([OH:27])[CH2:23][CH:24]([CH3:26])[CH3:25])=[CH:12][CH:11]=3.[H-].[Na+].[CH:30]1([C:33](Cl)=[O:34])[CH2:32][CH2:31]1, predict the reaction product. The product is: [CH:30]1([C:33]([O:8][C:6]2[C:5]3[O:9][C:10]4[CH:11]=[CH:12][C:13]([C@@H:22]([OH:27])[CH2:23][CH:24]([CH3:25])[CH3:26])=[C:14]([O:20][CH3:21])[C:15]=4[C:16](=[O:17])[O:18][CH2:19][C:4]=3[CH:3]=[C:2]([CH3:1])[CH:7]=2)=[O:34])[CH2:32][CH2:31]1. (2) Given the reactants [CH:1]([C:4]1[C:8]([CH2:9][OH:10])=[CH:7][N:6]([C:11]2[CH:16]=[CH:15][C:14]([C:17]([F:20])([F:19])[F:18])=[CH:13][N:12]=2)[N:5]=1)([CH3:3])[CH3:2].O[C:22]1[CH:26]=[C:25]([C:27]([O:29][CH3:30])=[O:28])[N:24]([CH3:31])[N:23]=1.C1(P(C2C=CC=CC=2)C2C=CC=CC=2)C=CC=CC=1.N(C(OCC)=O)=NC(OCC)=O, predict the reaction product. The product is: [CH:1]([C:4]1[C:8]([CH2:9][O:10][C:22]2[CH:26]=[C:25]([C:27]([O:29][CH3:30])=[O:28])[N:24]([CH3:31])[N:23]=2)=[CH:7][N:6]([C:11]2[CH:16]=[CH:15][C:14]([C:17]([F:19])([F:18])[F:20])=[CH:13][N:12]=2)[N:5]=1)([CH3:3])[CH3:2]. (3) The product is: [CH3:7][O:6][C:4](=[O:5])[C:3]1[CH:9]=[CH:10][C:11]([F:13])=[CH:12][C:2]=1[O:21][C:19]1[CH:18]=[CH:17][N:16]=[C:15]([NH2:14])[CH:20]=1. Given the reactants F[C:2]1[CH:12]=[C:11]([F:13])[CH:10]=[CH:9][C:3]=1[C:4]([O:6][CH2:7]C)=[O:5].[NH2:14][C:15]1[CH:20]=[C:19]([OH:21])[CH:18]=[CH:17][N:16]=1.CC1NC2C(C=1)=CC(O)=CC=2, predict the reaction product. (4) Given the reactants [CH2:1]([O:5][C:6]1[N:14]=[C:13]2[C:9]([N:10]=[C:11]([O:22]C)[N:12]2[CH2:15][CH:16]2CCNCC2)=[C:8]([NH2:24])[N:7]=1)[CH2:2][CH2:3][CH3:4].BrCC[OH:28].[CH3:29][CH2:30][N:31]([CH:35]([CH3:37])C)[CH:32]([CH3:34])C, predict the reaction product. The product is: [NH2:24][C:8]1[N:7]=[C:6]([O:5][CH2:1][CH2:2][CH2:3][CH3:4])[N:14]=[C:13]2[C:9]=1[NH:10][C:11](=[O:22])[N:12]2[CH2:15][CH:16]1[CH2:34][CH2:32][N:31]([CH2:30][CH2:29][OH:28])[CH2:35][CH2:37]1.